Dataset: Forward reaction prediction with 1.9M reactions from USPTO patents (1976-2016). Task: Predict the product of the given reaction. (1) Given the reactants [Cl:1][C:2]1[CH:24]=[CH:23][C:5]([C:6]([C:8]2[CH:9]=[C:10]3[C:15](=[CH:16][CH:17]=2)[N:14]([CH3:18])[C:13](=[O:19])[CH:12]=[C:11]3[C:20](Cl)=[O:21])=[O:7])=[CH:4][CH:3]=1.[NH3:25].CC(O)C.O.C(OCC)C, predict the reaction product. The product is: [Cl:1][C:2]1[CH:24]=[CH:23][C:5]([C:6]([C:8]2[CH:9]=[C:10]3[C:15](=[CH:16][CH:17]=2)[N:14]([CH3:18])[C:13](=[O:19])[CH:12]=[C:11]3[C:20]([NH2:25])=[O:21])=[O:7])=[CH:4][CH:3]=1. (2) Given the reactants Br[C:2]1[CH:7]=[CH:6][N:5]=[C:4]([NH:8][C:9](=[O:20])/[CH:10]=[CH:11]\[C:12]([N:14]2[CH2:19][CH2:18][O:17][CH2:16][CH2:15]2)=[O:13])[CH:3]=1.[C:21]1(B(O)O)[CH:26]=[CH:25][CH:24]=[CH:23][CH:22]=1.C([O-])([O-])=O.[Na+].[Na+].Cl, predict the reaction product. The product is: [O:17]1[CH2:18][CH2:19][N:14]([C:12](=[O:13])/[CH:11]=[CH:10]\[C:9]([NH:8][C:4]2[CH:3]=[C:2]([C:21]3[CH:26]=[CH:25][CH:24]=[CH:23][CH:22]=3)[CH:7]=[CH:6][N:5]=2)=[O:20])[CH2:15][CH2:16]1. (3) Given the reactants [CH2:1]([O:3][C:4]([C:6]1([CH3:27])[CH2:11][CH2:10][N:9]([C:12]2[CH2:26][C:15]3([CH2:18][N:17](C(OC(C)(C)C)=O)[CH2:16]3)[O:14][N:13]=2)[CH2:8][CH2:7]1)=[O:5])[CH3:2].[CH:28]1([C:31]2[CH:36]=[C:35]([CH:37]=O)[C:34]([O:39][CH3:40])=[CH:33][C:32]=2[C:41]2[CH:46]=[CH:45][C:44]([F:47])=[C:43]([F:48])[CH:42]=2)[CH2:30][CH2:29]1, predict the reaction product. The product is: [CH:28]1([C:31]2[CH:36]=[C:35]([CH2:37][N:17]3[CH2:16][C:15]4([CH2:26][C:12]([N:9]5[CH2:10][CH2:11][C:6]([CH3:27])([C:4]([O:3][CH2:1][CH3:2])=[O:5])[CH2:7][CH2:8]5)=[N:13][O:14]4)[CH2:18]3)[C:34]([O:39][CH3:40])=[CH:33][C:32]=2[C:41]2[CH:46]=[CH:45][C:44]([F:47])=[C:43]([F:48])[CH:42]=2)[CH2:30][CH2:29]1. (4) The product is: [F:41][C:37]1[CH:38]=[CH:39][CH:40]=[C:32]([F:31])[C:33]=1[C:34]([NH:15][C@H:11]1[CH2:12][CH2:13][CH2:14][C@@H:10]1[NH:9][C:7]1[S:8][C:4]2[CH:3]=[C:2]([F:1])[CH:30]=[CH:29][C:5]=2[N:6]=1)=[O:36]. Given the reactants [F:1][C:2]1[CH:30]=[CH:29][C:5]2[N:6]=[C:7]([NH:9][C@H:10]3[CH2:14][CH2:13][CH2:12][C@@H:11]3[NH:15]C(=O)C3C=CC=CC=3N3C=CC=N3)[S:8][C:4]=2[CH:3]=1.[F:31][C:32]1[CH:40]=[CH:39][CH:38]=[C:37]([F:41])[C:33]=1[C:34]([OH:36])=O.Cl.FC1C=CC2N=C(N[C@H]3CCC[C@@H]3N)SC=2C=1, predict the reaction product. (5) Given the reactants [CH3:1][O:2][C:3]1[CH:12]=[C:11]2[C:6]([CH2:7][CH2:8][CH:9]([NH:13][CH2:14][CH2:15][CH3:16])[CH2:10]2)=[CH:5][CH:4]=1.N1C=CC=CC=1.[F:23][C:24]([F:35])([F:34])[C:25](O[C:25](=[O:26])[C:24]([F:35])([F:34])[F:23])=[O:26].Cl, predict the reaction product. The product is: [F:23][C:24]([F:35])([F:34])[C:25]([N:13]([CH:9]1[CH2:8][CH2:7][C:6]2[C:11](=[CH:12][C:3]([O:2][CH3:1])=[CH:4][CH:5]=2)[CH2:10]1)[CH2:14][CH2:15][CH3:16])=[O:26]. (6) The product is: [CH:21]1([CH2:20][N:16]([CH2:17][CH2:18][CH3:19])[C:8]2[N:7]=[CH:6][N:11]=[C:10]([C:12]([O:14][CH3:15])=[O:13])[CH:9]=2)[CH2:22][CH2:23]1. Given the reactants C([O-])=O.[NH4+].Cl[C:6]1[N:11]=[C:10]([C:12]([O:14][CH3:15])=[O:13])[CH:9]=[C:8]([N:16]([CH2:20][CH:21]2[CH2:23][CH2:22]2)[CH2:17][CH2:18][CH3:19])[N:7]=1, predict the reaction product. (7) Given the reactants [CH3:1][O:2][C:3](=[O:16])[C@H:4]([CH2:6][C:7]1[C:15]2[C:10](=[CH:11][CH:12]=[CH:13][CH:14]=2)[NH:9][CH:8]=1)[NH2:5].[O:17]1[CH:21]=[CH:20][C:19]([CH:22]=O)=[CH:18]1, predict the reaction product. The product is: [O:17]1[CH:21]=[CH:20][C:19]([CH:22]2[C:8]3[NH:9][C:10]4[C:15]([C:7]=3[CH2:6][CH:4]([C:3]([O:2][CH3:1])=[O:16])[NH:5]2)=[CH:14][CH:13]=[CH:12][CH:11]=4)=[CH:18]1.